This data is from Forward reaction prediction with 1.9M reactions from USPTO patents (1976-2016). The task is: Predict the product of the given reaction. Given the reactants [F:1][C:2]1([F:14])[CH2:4][CH:3]1[CH2:5][O:6][C:7]1[C:12]([NH2:13])=[CH:11][CH:10]=[CH:9][N:8]=1.[CH3:15][O:16][C:17]([C:19]1[S:28][C:22]2[N:23]=[C:24](Cl)[N:25]=[CH:26][C:21]=2[C:20]=1[CH3:29])=[O:18], predict the reaction product. The product is: [F:14][C:2]1([F:1])[CH2:4][CH:3]1[CH2:5][O:6][C:7]1[C:12]([NH:13][C:26]2[C:21]3[C:20]([CH3:29])=[C:19]([C:17]([O:16][CH3:15])=[O:18])[S:28][C:22]=3[N:23]=[CH:24][N:25]=2)=[CH:11][CH:10]=[CH:9][N:8]=1.